Dataset: Catalyst prediction with 721,799 reactions and 888 catalyst types from USPTO. Task: Predict which catalyst facilitates the given reaction. (1) Reactant: [SH:1][C:2]1[NH:6][N:5]=[N:4][CH:3]=1.I[CH2:8][CH2:9][CH2:10][CH2:11][CH2:12][CH2:13][CH2:14][CH2:15]I. Product: [N:4]1[CH:3]=[C:2]([S:1][CH2:8][CH2:9][CH2:10][CH2:11][CH2:12][CH2:13][CH2:14][CH2:15][S:1][C:2]2[NH:6][N:5]=[N:4][CH:3]=2)[NH:6][N:5]=1. The catalyst class is: 8. (2) Reactant: [F:1][C:2]1[C:10]([O:11]C)=[C:9]([F:13])[CH:8]=[CH:7][C:3]=1[C:4]([NH2:6])=[O:5].B(Br)(Br)Br. The catalyst class is: 2. Product: [F:1][C:2]1[C:10]([OH:11])=[C:9]([F:13])[CH:8]=[CH:7][C:3]=1[C:4]([NH2:6])=[O:5]. (3) Reactant: C(O)(=O)C(O)=O.[CH2:7]([O:9][C:10]([C:12]1([CH:15]2NC(C)(C)CC(C)[O:16]2)[CH2:14][CH2:13]1)=[O:11])[CH3:8]. Product: [CH2:7]([O:9][C:10]([C:12]1([CH:15]=[O:16])[CH2:14][CH2:13]1)=[O:11])[CH3:8]. The catalyst class is: 6. (4) Reactant: C(OC([N:8]1[CH2:13][CH2:12][CH:11]([O:14][C:15]2[CH:20]=[CH:19][CH:18]=[CH:17][N:16]=2)[CH2:10][CH2:9]1)=O)(C)(C)C.[ClH:21]. Product: [ClH:21].[ClH:21].[N:16]1[CH:17]=[CH:18][CH:19]=[CH:20][C:15]=1[O:14][CH:11]1[CH2:12][CH2:13][NH:8][CH2:9][CH2:10]1. The catalyst class is: 13. (5) Reactant: B.C(N)(C)(C)C.[Cl-].[Cl-].[Cl-].[Al+3].O=[C:12]1[CH2:18][CH2:17][N:16]([C:19]([O:21][CH2:22][CH3:23])=[O:20])[CH2:15][C:14]2[S:24][CH:25]=[CH:26][C:13]1=2. Product: [S:24]1[C:14]2[CH2:15][N:16]([C:19]([O:21][CH2:22][CH3:23])=[O:20])[CH2:17][CH2:18][CH2:12][C:13]=2[CH:26]=[CH:25]1. The catalyst class is: 2. (6) Reactant: C(Cl)(=O)C(Cl)=O.[Cl:7][C:8]1[CH:9]=[C:10]([C:14]2[N:15]=[N:16][N:17]([CH:19]([CH3:24])[CH2:20][C:21]([OH:23])=O)[N:18]=2)[CH:11]=[CH:12][CH:13]=1.[CH3:25][NH2:26].C([O-])(O)=O.[Na+]. Product: [Cl:7][C:8]1[CH:9]=[C:10]([C:14]2[N:15]=[N:16][N:17]([CH:19]([CH3:24])[CH2:20][C:21]([NH:26][CH3:25])=[O:23])[N:18]=2)[CH:11]=[CH:12][CH:13]=1. The catalyst class is: 59. (7) Reactant: C([SiH2][O:6][C:7](C)(C)[C@H:8]1[CH2:21][CH2:20][C:19]2[C:10](=[C:11]3[C:16](=[CH:17][CH:18]=2)[N:15]=[CH:14][CH:13]=[CH:12]3)[O:9]1)(C)(C)C.[F-].C([N+](CCCC)(CCCC)CCCC)CCC. Product: [N:15]1[C:16]2[C:11](=[C:10]3[C:19](=[CH:18][CH:17]=2)[CH2:20][CH2:21][C@H:8]([CH2:7][OH:6])[O:9]3)[CH:12]=[CH:13][CH:14]=1. The catalyst class is: 54. (8) Reactant: [CH:1]1([CH2:4][O:5][C:6]2[CH:18]=[CH:17][C:9]([C:10]([O:12]CC3CC3)=[O:11])=[CH:8][C:7]=2[C:19]([F:22])([F:21])[F:20])[CH2:3][CH2:2]1.[Li+].[OH-]. Product: [CH:1]1([CH2:4][O:5][C:6]2[CH:18]=[CH:17][C:9]([C:10]([OH:12])=[O:11])=[CH:8][C:7]=2[C:19]([F:20])([F:21])[F:22])[CH2:3][CH2:2]1. The catalyst class is: 36. (9) Reactant: [CH2:1]([O:5][CH2:6][CH2:7][O:8][C:9]1[CH:14]=[CH:13][C:12]([C:15]2[CH:16]=[CH:17][C:18]3[N:24]([CH2:25][CH:26]([CH3:28])[CH3:27])[CH2:23][CH2:22][C:21]([C:29]([NH:31][C:32]4[CH:37]=[CH:36][C:35]([S:38][CH2:39][C:40]5[N:44]([CH2:45][CH2:46][CH3:47])[CH:43]=[N:42][N:41]=5)=[C:34]([CH3:48])[CH:33]=4)=[O:30])=[CH:20][C:19]=3[CH:49]=2)=[CH:11][CH:10]=1)[CH2:2][CH2:3][CH3:4].ClC1C=CC=C(C(OO)=[O:58])C=1.S([O-])([O-])(=O)=S.[Na+].[Na+]. Product: [CH2:1]([O:5][CH2:6][CH2:7][O:8][C:9]1[CH:14]=[CH:13][C:12]([C:15]2[CH:16]=[CH:17][C:18]3[N:24]([CH2:25][CH:26]([CH3:27])[CH3:28])[CH2:23][CH2:22][C:21]([C:29]([NH:31][C:32]4[CH:37]=[CH:36][C:35]([S:38]([CH2:39][C:40]5[N:44]([CH2:45][CH2:46][CH3:47])[CH:43]=[N:42][N:41]=5)=[O:58])=[C:34]([CH3:48])[CH:33]=4)=[O:30])=[CH:20][C:19]=3[CH:49]=2)=[CH:11][CH:10]=1)[CH2:2][CH2:3][CH3:4]. The catalyst class is: 4. (10) Reactant: [N+:1]([C:4]1[CH:9]=[CH:8][C:7]([CH2:10][C:11]([NH2:13])=[O:12])=[CH:6][CH:5]=1)([O-])=O.[H][H]. Product: [NH2:1][C:4]1[CH:5]=[CH:6][C:7]([CH2:10][C:11]([NH2:13])=[O:12])=[CH:8][CH:9]=1. The catalyst class is: 19.